This data is from Full USPTO retrosynthesis dataset with 1.9M reactions from patents (1976-2016). The task is: Predict the reactants needed to synthesize the given product. (1) Given the product [F:16][C:2]([F:1])([F:15])[C:3]([NH+:5]([O-:25])[CH2:6][C:7]1[CH:12]=[CH:11][N:10]=[C:9]([O:13][CH3:14])[CH:8]=1)=[O:4], predict the reactants needed to synthesize it. The reactants are: [F:1][C:2]([F:16])([F:15])[C:3]([NH:5][CH2:6][C:7]1[CH:12]=[CH:11][N:10]=[C:9]([O:13][CH3:14])[CH:8]=1)=[O:4].C1C=C(Cl)C=C(C(OO)=[O:25])C=1. (2) Given the product [NH2:31][CH:12]([C:11]1[C:2]([OH:1])=[C:3]2[CH:23]=[CH:22][C:21]([CH3:25])([CH3:24])[O:20][C:4]2=[C:5]2[C:10]=1[O:9][C:8](=[O:16])[CH:7]=[C:6]2[CH2:17][CH2:18][CH3:19])[CH2:13][CH3:14], predict the reactants needed to synthesize it. The reactants are: [OH:1][C:2]1[C:11]([C:12](=O)[CH2:13][CH3:14])=[C:10]2[C:5]([C:6]([CH2:17][CH2:18][CH3:19])=[CH:7][C:8](=[O:16])[O:9]2)=[C:4]2[O:20][C:21]([CH3:25])([CH3:24])[CH:22]=[CH:23][C:3]=12.CO.[BH4-].[Na+].Cl.[NH3:31]. (3) Given the product [NH2:28][C:26](=[O:27])[CH2:25][C:19]1([NH:18][C:15]([C:7]2[CH:6]=[CH:5][C:4]([CH:1]3[CH2:2][CH2:3]3)=[C:9]([O:10][CH2:11][CH:12]3[CH2:13][CH2:14]3)[N:8]=2)=[O:17])[CH2:20][S:21](=[O:23])(=[O:24])[CH2:22]1, predict the reactants needed to synthesize it. The reactants are: [CH:1]1([C:4]2[CH:5]=[CH:6][C:7]([C:15]([OH:17])=O)=[N:8][C:9]=2[O:10][CH2:11][CH:12]2[CH2:14][CH2:13]2)[CH2:3][CH2:2]1.[NH2:18][C:19]1([CH2:25][C:26]([NH2:28])=[O:27])[CH2:22][S:21](=[O:24])(=[O:23])[CH2:20]1.CN(C(ON1N=NC2C=CC=CC1=2)=[N+](C)C)C.[B-](F)(F)(F)F.CCN(C(C)C)C(C)C.